This data is from Peptide-MHC class II binding affinity with 134,281 pairs from IEDB. The task is: Regression. Given a peptide amino acid sequence and an MHC pseudo amino acid sequence, predict their binding affinity value. This is MHC class II binding data. The peptide sequence is QTVSFSMVGLFSNNP. The MHC is DRB1_0101 with pseudo-sequence DRB1_0101. The binding affinity (normalized) is 0.485.